From a dataset of Forward reaction prediction with 1.9M reactions from USPTO patents (1976-2016). Predict the product of the given reaction. Given the reactants [F:1][C:2]([F:15])([F:14])[C:3]1[CH:4]=[C:5]([C:9]2[NH:13][N:12]=[N:11][N:10]=2)[CH:6]=[CH:7][CH:8]=1.Br.Br[CH2:18][C:19]1[CH:20]=[N:21][CH:22]=[CH:23][CH:24]=1.Br.BrCC1C=CN=CC=1, predict the reaction product. The product is: [F:15][C:2]([F:1])([F:14])[C:3]1[CH:4]=[C:5]([C:9]2[N:13]([CH2:18][C:19]3[CH:20]=[N:21][CH:22]=[CH:23][CH:24]=3)[N:12]=[N:11][N:10]=2)[CH:6]=[CH:7][CH:8]=1.